From a dataset of Full USPTO retrosynthesis dataset with 1.9M reactions from patents (1976-2016). Predict the reactants needed to synthesize the given product. (1) Given the product [O:1]1[C:6]2[CH:7]=[CH:8][C:9]([CH2:11][N:12]([CH:20]3[CH2:25][CH2:24][N:23]([CH2:39][CH2:38][N:35]4[C:36]5[C:31](=[CH:30][CH:29]=[C:28]([N:27]([CH3:43])[CH3:26])[CH:37]=5)[C:32]([CH3:42])=[CH:33][C:34]4=[O:41])[CH2:22][CH2:21]3)[C:13](=[O:19])[O:14][C:15]([CH3:18])([CH3:16])[CH3:17])=[CH:10][C:5]=2[O:4][CH2:3][CH2:2]1, predict the reactants needed to synthesize it. The reactants are: [O:1]1[C:6]2[CH:7]=[CH:8][C:9]([CH2:11][N:12]([CH:20]3[CH2:25][CH2:24][NH:23][CH2:22][CH2:21]3)[C:13](=[O:19])[O:14][C:15]([CH3:18])([CH3:17])[CH3:16])=[CH:10][C:5]=2[O:4][CH2:3][CH2:2]1.[CH3:26][N:27]([CH3:43])[C:28]1[CH:37]=[C:36]2[C:31]([C:32]([CH3:42])=[CH:33][C:34](=[O:41])[N:35]2[CH2:38][CH:39]=O)=[CH:30][CH:29]=1.C(O[BH-](OC(=O)C)OC(=O)C)(=O)C.[Na+].C(=O)([O-])O.[Na+]. (2) Given the product [Cl:20][C:21]1[CH:22]=[CH:23][C:24]([O:17][C@H:13]([C@H:10]2[CH2:11][CH2:12][NH:8][CH2:9]2)[CH2:14][S:15][CH3:16])=[C:25]([CH3:27])[CH:26]=1, predict the reactants needed to synthesize it. The reactants are: C(OC([N:8]1[CH2:12][CH2:11][C@H:10]([C@@H:13]([OH:17])[CH2:14][S:15][CH3:16])[CH2:9]1)=O)(C)(C)C.[H-].[Na+].[Cl:20][C:21]1[CH:22]=[CH:23][C:24](F)=[C:25]([CH3:27])[CH:26]=1.CCO. (3) Given the product [CH2:12]([O:14][C:15](=[O:29])[C:16]([O:19][C:20]1[CH:25]=[CH:24][C:23]([F:26])=[CH:22][C:21]=1/[CH:27]=[C:6]1\[C:7](=[O:11])[NH:8][C:9]2[C:5]\1=[CH:4][CH:3]=[C:2]([Cl:1])[CH:10]=2)([CH3:17])[CH3:18])[CH3:13], predict the reactants needed to synthesize it. The reactants are: [Cl:1][C:2]1[CH:10]=[C:9]2[C:5]([CH2:6][C:7](=[O:11])[NH:8]2)=[CH:4][CH:3]=1.[CH2:12]([O:14][C:15](=[O:29])[C:16]([O:19][C:20]1[CH:25]=[CH:24][C:23]([F:26])=[CH:22][C:21]=1[CH:27]=O)([CH3:18])[CH3:17])[CH3:13].N1CCCC1. (4) Given the product [N:17]([CH:6]([CH3:16])[CH2:7][NH:8][C:9](=[O:10])[O:11][C:12]([CH3:15])([CH3:14])[CH3:13])=[N+:18]=[N-:19], predict the reactants needed to synthesize it. The reactants are: CS(O[CH:6]([CH3:16])[CH2:7][NH:8][C:9]([O:11][C:12]([CH3:15])([CH3:14])[CH3:13])=[O:10])(=O)=O.[N-:17]=[N+:18]=[N-:19].[Na+]. (5) Given the product [F:27][C:26]1[C:25]([F:28])=[CH:24][CH:23]=[C:22]([N+:29]([O-:31])=[O:30])[C:21]=1[NH:4][C:3]1[CH:5]=[CH:6][C:7]([I:9])=[CH:8][C:2]=1[F:1], predict the reactants needed to synthesize it. The reactants are: [F:1][C:2]1[CH:8]=[C:7]([I:9])[CH:6]=[CH:5][C:3]=1[NH2:4].[Li+].C[Si]([N-][Si](C)(C)C)(C)C.F[C:21]1[C:26]([F:27])=[C:25]([F:28])[CH:24]=[CH:23][C:22]=1[N+:29]([O-:31])=[O:30]. (6) Given the product [C:20]1([S:17]([C:13]2[CH:14]=[C:15]3[C:16](=[CH:11][CH:12]=2)[CH:7]([O:6][CH2:5][C:4]([NH2:27])=[O:26])[CH2:8][CH2:9]3)(=[O:18])=[O:19])[CH:25]=[CH:24][CH:23]=[CH:22][CH:21]=1, predict the reactants needed to synthesize it. The reactants are: C(O[C:4](=[O:26])[CH2:5][O:6][CH:7]1[C:16]2[C:11](=[CH:12][C:13]([S:17]([C:20]3[CH:25]=[CH:24][CH:23]=[CH:22][CH:21]=3)(=[O:19])=[O:18])=[CH:14][CH:15]=2)C[CH2:9][CH2:8]1)C.[NH3:27]. (7) Given the product [Cl:36][C:30]1[CH:31]=[C:32]([Cl:35])[CH:33]=[CH:34][C:29]=1[C:27]1[N:28]=[C:24](/[CH:23]=[CH:22]/[C:17]2[CH:18]=[C:19]3[C:14](=[CH:15][CH:16]=2)[CH:13]=[C:12]([OH:11])[CH:21]=[CH:20]3)[N:25]([CH2:37][CH3:38])[CH:26]=1, predict the reactants needed to synthesize it. The reactants are: BrCC.C([O:11][C:12]1[CH:13]=[C:14]2[C:19](=[CH:20][CH:21]=1)[CH:18]=[C:17](/[CH:22]=[CH:23]/[C:24]1[N:25]([CH2:37][CH3:38])[CH:26]=[C:27]([C:29]3[CH:34]=[CH:33][C:32]([Cl:35])=[CH:31][C:30]=3[Cl:36])[N:28]=1)[CH:16]=[CH:15]2)C1C=CC=CC=1. (8) Given the product [CH3:1][O:2][CH2:3][CH2:4][N:5]([CH2:6][CH2:7][O:8][CH3:9])[CH2:55][CH2:54][N:11]([CH3:10])[C:12](=[O:53])[C:13]1[CH:52]=[CH:51][CH:50]=[C:15]([C:16]([NH:18][C:19]2[CH:24]=[CH:23][C:22]([N:25]3[CH2:30][CH2:29][CH2:28][CH2:27][CH2:26]3)=[CH:21][C:20]=2[C:31]2[CH:36]=[C:35]([C:37](=[O:49])[NH:38][C@@H:39]3[C:48]4[C:43](=[CH:44][CH:45]=[CH:46][CH:47]=4)[CH2:42][CH2:41][CH2:40]3)[CH:34]=[CH:33][N:32]=2)=[O:17])[CH:14]=1, predict the reactants needed to synthesize it. The reactants are: [CH3:1][O:2][CH2:3][CH2:4][NH:5][CH2:6][CH2:7][O:8][CH3:9].[CH3:10][N:11]([CH2:54][CH:55]=O)[C:12](=[O:53])[C:13]1[CH:52]=[CH:51][CH:50]=[C:15]([C:16]([NH:18][C:19]2[CH:24]=[CH:23][C:22]([N:25]3[CH2:30][CH2:29][CH2:28][CH2:27][CH2:26]3)=[CH:21][C:20]=2[C:31]2[CH:36]=[C:35]([C:37](=[O:49])[NH:38][C@@H:39]3[C:48]4[C:43](=[CH:44][CH:45]=[CH:46][CH:47]=4)[CH2:42][CH2:41][CH2:40]3)[CH:34]=[CH:33][N:32]=2)=[O:17])[CH:14]=1.[BH3-]C#N.[Na+].C(O)(=O)C. (9) Given the product [Cl:1][C:2]1[CH:7]=[CH:6][CH:5]=[C:4]([F:8])[C:3]=1[CH2:9][C:10]([O:12][CH2:18][CH3:19])=[O:11], predict the reactants needed to synthesize it. The reactants are: [Cl:1][C:2]1[CH:7]=[CH:6][CH:5]=[C:4]([F:8])[C:3]=1[CH2:9][C:10]([OH:12])=[O:11].OS(O)(=O)=O.[CH3:18][CH2:19]O. (10) Given the product [CH2:1]([N:8]1[C:16]2[C:11](=[CH:12][C:13]([NH:17][C:18]3[N:27]=[CH:26][C:25]([C:28]([F:31])([F:29])[F:30])=[CH:24][C:19]=3[C:20]([OH:22])=[O:21])=[CH:14][CH:15]=2)[CH:10]=[CH:9]1)[C:2]1[CH:7]=[CH:6][CH:5]=[CH:4][CH:3]=1, predict the reactants needed to synthesize it. The reactants are: [CH2:1]([N:8]1[C:16]2[C:11](=[CH:12][C:13]([NH:17][C:18]3[N:27]=[CH:26][C:25]([C:28]([F:31])([F:30])[F:29])=[CH:24][C:19]=3[C:20]([O:22]C)=[O:21])=[CH:14][CH:15]=2)[CH:10]=[CH:9]1)[C:2]1[CH:7]=[CH:6][CH:5]=[CH:4][CH:3]=1.[OH-].[Na+].O1CCCC1.